From a dataset of Forward reaction prediction with 1.9M reactions from USPTO patents (1976-2016). Predict the product of the given reaction. Given the reactants C([Li])CCC.[F:6][C:7]1[CH:8]=[C:9]([N:13]([CH3:23])[C:14](=[O:22])[C:15]2[CH:20]=[CH:19][CH:18]=[C:17](I)[CH:16]=2)[CH:10]=[CH:11][CH:12]=1.[C:24]([O:28][C:29]([N:31]1[CH2:36][CH2:35][CH:34]([C:37](=[O:52])[C:38]2[CH:43]=[CH:42][CH:41]=[C:40]([O:44][Si:45]([C:48]([CH3:51])([CH3:50])[CH3:49])([CH3:47])[CH3:46])[CH:39]=2)[CH2:33][CH2:32]1)=[O:30])([CH3:27])([CH3:26])[CH3:25].[NH4+].[Cl-], predict the reaction product. The product is: [C:24]([O:28][C:29]([N:31]1[CH2:32][CH2:33][CH:34]([C:37]([C:38]2[CH:43]=[CH:42][CH:41]=[C:40]([O:44][Si:45]([C:48]([CH3:51])([CH3:50])[CH3:49])([CH3:46])[CH3:47])[CH:39]=2)([C:17]2[CH:18]=[CH:19][CH:20]=[C:15]([C:14](=[O:22])[N:13]([C:9]3[CH:10]=[CH:11][CH:12]=[C:7]([F:6])[CH:8]=3)[CH3:23])[CH:16]=2)[OH:52])[CH2:35][CH2:36]1)=[O:30])([CH3:27])([CH3:26])[CH3:25].